From a dataset of Full USPTO retrosynthesis dataset with 1.9M reactions from patents (1976-2016). Predict the reactants needed to synthesize the given product. Given the product [NH2:1][C:2]1[N:7]=[CH:6][N:5]=[C:4]2[N:8]([C@@H:33]3[CH2:38][CH2:37][C@H:36]([NH:39][CH2:40][CH2:41][C:42]([OH:44])=[O:43])[CH2:35][CH2:34]3)[N:9]=[C:10]([C:11]3[CH:16]=[CH:15][C:14]([NH:17][C:18](=[O:30])[C:19]4[CH:24]=[CH:23][C:22]([C:25]([F:27])([F:28])[F:26])=[CH:21][C:20]=4[F:29])=[C:13]([O:31][CH3:32])[CH:12]=3)[C:3]=12, predict the reactants needed to synthesize it. The reactants are: [NH2:1][C:2]1[N:7]=[CH:6][N:5]=[C:4]2[N:8]([C@@H:33]3[CH2:38][CH2:37][C@H:36]([NH:39][CH2:40][CH2:41][C:42]([O:44]CC)=[O:43])[CH2:35][CH2:34]3)[N:9]=[C:10]([C:11]3[CH:16]=[CH:15][C:14]([NH:17][C:18](=[O:30])[C:19]4[CH:24]=[CH:23][C:22]([C:25]([F:28])([F:27])[F:26])=[CH:21][C:20]=4[F:29])=[C:13]([O:31][CH3:32])[CH:12]=3)[C:3]=12.O1CCOCC1.[OH-].[K+].